Dataset: Merck oncology drug combination screen with 23,052 pairs across 39 cell lines. Task: Regression. Given two drug SMILES strings and cell line genomic features, predict the synergy score measuring deviation from expected non-interaction effect. (1) Drug 1: CC1CC2C3CCC4=CC(=O)C=CC4(C)C3(F)C(O)CC2(C)C1(O)C(=O)CO. Drug 2: N#Cc1ccc(Cn2cncc2CN2CCN(c3cccc(Cl)c3)C(=O)C2)cc1. Cell line: NCIH520. Synergy scores: synergy=9.41. (2) Drug 1: COc1cc(C2c3cc4c(cc3C(OC3OC5COC(C)OC5C(O)C3O)C3COC(=O)C23)OCO4)cc(OC)c1O. Drug 2: Cn1nnc2c(C(N)=O)ncn2c1=O. Cell line: UWB1289. Synergy scores: synergy=21.5. (3) Drug 1: CCN(CC)CCNC(=O)c1c(C)[nH]c(C=C2C(=O)Nc3ccc(F)cc32)c1C. Drug 2: Cn1nnc2c(C(N)=O)ncn2c1=O. Cell line: LNCAP. Synergy scores: synergy=-4.43. (4) Synergy scores: synergy=1.89. Drug 1: Cn1c(=O)n(-c2ccc(C(C)(C)C#N)cc2)c2c3cc(-c4cnc5ccccc5c4)ccc3ncc21. Cell line: RPMI7951. Drug 2: Cn1cc(-c2cnn3c(N)c(Br)c(C4CCCNC4)nc23)cn1. (5) Drug 1: Nc1ccn(C2OC(CO)C(O)C2(F)F)c(=O)n1. Drug 2: COC1CC2CCC(C)C(O)(O2)C(=O)C(=O)N2CCCCC2C(=O)OC(C(C)CC2CCC(OP(C)(C)=O)C(OC)C2)CC(=O)C(C)C=C(C)C(O)C(OC)C(=O)C(C)CC(C)C=CC=CC=C1C. Cell line: KPL1. Synergy scores: synergy=25.4. (6) Drug 1: COC1CC2CCC(C)C(O)(O2)C(=O)C(=O)N2CCCCC2C(=O)OC(C(C)CC2CCC(OP(C)(C)=O)C(OC)C2)CC(=O)C(C)C=C(C)C(O)C(OC)C(=O)C(C)CC(C)C=CC=CC=C1C. Drug 2: CNC(=O)c1cc(Oc2ccc(NC(=O)Nc3ccc(Cl)c(C(F)(F)F)c3)cc2)ccn1. Cell line: KPL1. Synergy scores: synergy=7.15.